Dataset: Catalyst prediction with 721,799 reactions and 888 catalyst types from USPTO. Task: Predict which catalyst facilitates the given reaction. Reactant: [C:1]1([P:7]([CH2:14][SH:15])[C:8]2[CH:13]=[CH:12][CH:11]=[CH:10][CH:9]=2)[CH:6]=[CH:5][CH:4]=[CH:3][CH:2]=1.[H-].[Na+].[C:18]([NH:21][C@H:22]([C:30](O)=[O:31])[CH2:23][C:24]1[CH:29]=[CH:28][CH:27]=[CH:26][CH:25]=1)(=[O:20])[CH3:19]. Product: [NH:21]([C:18]([CH3:19])=[O:20])[C@H:22]([C:30]([S:15][CH2:14][P:7]([C:8]1[CH:13]=[CH:12][CH:11]=[CH:10][CH:9]=1)[C:1]1[CH:2]=[CH:3][CH:4]=[CH:5][CH:6]=1)=[O:31])[CH2:23][C:24]1[CH:29]=[CH:28][CH:27]=[CH:26][CH:25]=1. The catalyst class is: 3.